From a dataset of Forward reaction prediction with 1.9M reactions from USPTO patents (1976-2016). Predict the product of the given reaction. (1) Given the reactants [NH:1]1[C:5]2[CH:6]=[CH:7][CH:8]=[CH:9][C:4]=2[N:3]=[N:2]1.[Cl:10][C:11]1[CH:19]=[CH:18][C:14]([C:15]([NH2:17])=[O:16])=[CH:13][CH:12]=1.[CH3:20][C:21]([CH3:27])([CH2:24][CH:25]=[CH2:26])[CH:22]=O.C1(C)C=CC(S(O)(=O)=O)=CC=1, predict the reaction product. The product is: [N:1]1([CH:20]([NH:17][C:15](=[O:16])[C:14]2[CH:18]=[CH:19][C:11]([Cl:10])=[CH:12][CH:13]=2)[C:21]([CH3:27])([CH3:22])[CH2:24][CH:25]=[CH2:26])[C:5]2[CH:6]=[CH:7][CH:8]=[CH:9][C:4]=2[N:3]=[N:2]1. (2) The product is: [Cl:16][C:17]1([C:28]([N:11]2[C:10](=[O:13])[CH2:9][CH:8]([C:5]3[CH:4]=[CH:3][C:2]([Cl:1])=[CH:7][CH:6]=3)[NH:12]2)=[O:29])[C:21]([Cl:22])=[CH:20][S:19][NH:18]1. Given the reactants [Cl:1][C:2]1[CH:7]=[CH:6][C:5]([CH:8]2[NH:12][NH:11][C:10](=[O:13])[CH2:9]2)=[CH:4][CH:3]=1.[H-].[Na+].[Cl:16][C:17]1[C:21]([Cl:22])=[C:20](C(Cl)=O)[S:19][N:18]=1.CN(C)[CH:28]=[O:29], predict the reaction product.